From a dataset of Full USPTO retrosynthesis dataset with 1.9M reactions from patents (1976-2016). Predict the reactants needed to synthesize the given product. (1) The reactants are: [CH3:1][O:2][C:3]1[C:4]([CH2:14]OC)=[C:5](B(O)O)[CH:6]=[CH:7][C:8]=1[O:9][CH3:10].[C:17](=[O:20])([O-])[O-].[Cs+].[Cs+].BrC1[CH:25]=[C:26]2[C:30](=[CH:31][CH:32]=1)[C:29](=[O:33])[O:28][CH2:27]2.CN(C)[CH:36]=[O:37]. Given the product [CH3:10][O:9][C:8]1[C:3]([O:2][CH2:1][O:20][CH3:17])=[C:4]([C:14]2[CH:25]=[C:26]3[C:30](=[CH:31][CH:32]=2)[C:29](=[O:33])[O:28][CH2:27]3)[CH:5]=[CH:6][C:7]=1[O:37][CH3:36], predict the reactants needed to synthesize it. (2) Given the product [F:1][C:2]1([CH2:11][CH2:12][CH:13]2[C:21]3[C:16](=[CH:17][CH:18]=[CH:19][C:20]=3[F:22])[C:15]3=[CH:23][N:24]=[CH:25][N:14]23)[CH2:7][CH2:6][CH:5]([C:8]([N:26]([CH3:28])[CH3:27])=[O:10])[CH2:4][CH2:3]1, predict the reactants needed to synthesize it. The reactants are: [F:1][C:2]1([CH2:11][CH2:12][CH:13]2[C:21]3[C:16](=[CH:17][CH:18]=[CH:19][C:20]=3[F:22])[C:15]3=[CH:23][N:24]=[CH:25][N:14]23)[CH2:7][CH2:6][CH:5]([C:8]([OH:10])=O)[CH2:4][CH2:3]1.[NH:26]([CH3:28])[CH3:27].Cl.CC#N. (3) Given the product [CH3:1][O:2]/[N:3]=[C:4](/[C:5]1[O:17][CH2:16][CH2:15][O:14][N:13]=1)\[C:8]1[CH:9]=[CH:10][CH:11]=[CH:12][C:7]=1[OH:6], predict the reactants needed to synthesize it. The reactants are: [CH3:1][O:2][N:3]=[C:4]1[C:8]2[CH:9]=[CH:10][CH:11]=[CH:12][C:7]=2[O:6][C:5]1=[N:13][O:14][CH2:15][CH2:16][OH:17]. (4) Given the product [Cl:1][C:2]1[C:3]([CH3:9])=[CH:4][C:5]2[N:6]([CH:11]=[CH:12][N:8]=2)[N:7]=1, predict the reactants needed to synthesize it. The reactants are: [Cl:1][C:2]1[N:7]=[N:6][C:5]([NH2:8])=[CH:4][C:3]=1[CH3:9].Cl[CH2:11][CH:12]=O.